Predict the reaction yield, written as a fraction of the theoretical maximum amount of product (1.0 means a 100% yield; for example, 0.34 means a 34% yield). From a dataset of Reaction yield outcomes from USPTO patents with 853,638 reactions. (1) The reactants are S(Cl)(Cl)=O.[F:5][C:6]([F:25])([F:24])[C:7]1[CH:12]=[CH:11][C:10]([C:13]([N:15]2[CH2:20][CH2:19][CH:18]([C:21](O)=[O:22])[CH2:17][CH2:16]2)=[O:14])=[CH:9][CH:8]=1.[NH2:26][C:27]1[CH:28]=[CH:29][C:30]([Cl:33])=[N:31][CH:32]=1.C(N(CC)CC)C. The catalyst is C1(C)C=CC=CC=1.C(Cl)Cl. The product is [Cl:33][C:30]1[N:31]=[CH:32][C:27]([NH:26][C:21]([CH:18]2[CH2:19][CH2:20][N:15]([C:13]([C:10]3[CH:11]=[CH:12][C:7]([C:6]([F:25])([F:24])[F:5])=[CH:8][CH:9]=3)=[O:14])[CH2:16][CH2:17]2)=[O:22])=[CH:28][CH:29]=1. The yield is 0.770. (2) The reactants are [S:1]1[CH:5]=[CH:4][C:3]2[CH:6]=[C:7]([CH:10]3[C:19]4[C:14](=[CH:15][CH:16]=[CH:17][CH:18]=4)[CH2:13][NH:12][CH2:11]3)[CH:8]=[CH:9][C:2]1=2.C([O:22][C:23]1([O:26][Si](C)(C)C)[CH2:25][CH2:24]1)C.[C:31]([OH:34])(=[O:33])C.C([BH3-])#N.[Na+]. The catalyst is O. The product is [C:23]([OH:22])(=[O:26])/[CH:25]=[CH:24]/[C:31]([OH:34])=[O:33].[S:1]1[CH:5]=[CH:4][C:3]2[CH:6]=[C:7]([CH:10]3[C:19]4[C:14](=[CH:15][CH:16]=[CH:17][CH:18]=4)[CH2:13][N:12]([CH:23]4[CH2:25][CH2:24]4)[CH2:11]3)[CH:8]=[CH:9][C:2]1=2. The yield is 0.300. (3) The catalyst is C(N(CC)CC)C. The yield is 0.770. The product is [N:58]1([CH2:57][CH2:56][NH:55][C:19]([C:15]2[C:14]([CH3:22])=[C:13](/[CH:12]=[C:5]3\[C:6](=[O:11])[NH:7][C:8]4[C:4]\3=[CH:3][C:2]([F:1])=[CH:10][CH:9]=4)[NH:17][C:16]=2[CH3:18])=[O:21])[CH2:62][CH2:61][CH2:60][CH2:59]1. The reactants are [F:1][C:2]1[CH:3]=[C:4]2[C:8](=[CH:9][CH:10]=1)[NH:7][C:6](=[O:11])/[C:5]/2=[CH:12]\[C:13]1[NH:17][C:16]([CH3:18])=[C:15]([C:19]([OH:21])=O)[C:14]=1[CH3:22].CN(C)C=O.F[P-](F)(F)(F)(F)F.N1(O[P+](N(C)C)(N(C)C)N(C)C)C2C=CC=CC=2N=N1.[NH2:55][CH2:56][CH2:57][N:58]1[CH2:62][CH2:61][CH2:60][CH2:59]1. (4) The reactants are [C:1]([C:5]1[C:6]([OH:18])=[C:7]([CH:12]=[C:13]([N+:15]([O-:17])=[O:16])[CH:14]=1)[C:8]([O:10][CH3:11])=[O:9])([CH3:4])([CH3:3])[CH3:2].[C:19](=O)([O-])[O-].[K+].[K+].S(OC)(OC)(=O)=O. The catalyst is CC(C)=O. The product is [C:1]([C:5]1[C:6]([O:18][CH3:19])=[C:7]([CH:12]=[C:13]([N+:15]([O-:17])=[O:16])[CH:14]=1)[C:8]([O:10][CH3:11])=[O:9])([CH3:4])([CH3:2])[CH3:3]. The yield is 0.870. (5) The reactants are [Br:1][C:2]1[CH:7]=[CH:6][C:5]([C@H:8]([NH2:10])[CH3:9])=[CH:4][CH:3]=1.[CH3:11][N:12]=[C:13]=[O:14]. The catalyst is C(Cl)Cl. The product is [Br:1][C:2]1[CH:7]=[CH:6][C:5]([CH:8]([NH:10][C:13]([NH:12][CH3:11])=[O:14])[CH3:9])=[CH:4][CH:3]=1. The yield is 0.940.